Dataset: Catalyst prediction with 721,799 reactions and 888 catalyst types from USPTO. Task: Predict which catalyst facilitates the given reaction. Reactant: [O:1]1[CH2:6][CH:5]=[C:4]([C:7]2[CH2:16][CH2:15][C:10]3([O:14][CH2:13][CH2:12][O:11]3)[CH2:9][CH:8]=2)[CH2:3][CH2:2]1. Product: [O:1]1[CH2:2][CH2:3][CH:4]([CH:7]2[CH2:16][CH2:15][C:10]3([O:11][CH2:12][CH2:13][O:14]3)[CH2:9][CH2:8]2)[CH2:5][CH2:6]1. The catalyst class is: 43.